Task: Predict the product of the given reaction.. Dataset: Forward reaction prediction with 1.9M reactions from USPTO patents (1976-2016) The product is: [CH3:32][O:31][C:15]1[CH:16]=[C:17]([C:22]([CH3:23])([CH2:24][CH2:25][CH2:26][CH2:27][CH2:28][CH3:29])[CH3:30])[CH:18]=[C:19]([O:20][CH3:21])[C:14]=1[C:39]1[C@@H:40]2[C:45]([CH3:47])([CH3:46])[C@@:43]([CH3:48])([CH2:42][CH2:41]2)[CH:44]=1. Given the reactants COC([C@@]12C(C)(C)[C@@H](CC1)C=C2[C:14]1[C:19]([O:20][CH3:21])=[CH:18][C:17]([C:22]([CH3:30])([CH2:24][CH2:25][CH2:26][CH2:27][CH2:28][CH3:29])[CH3:23])=[CH:16][C:15]=1[O:31][CH3:32])=O.FC(F)(F)S(O[C:39]1[C@@H:40]2[C:45]([CH3:47])([CH3:46])[C@:43]([CH3:48])([CH:44]=1)[CH2:42][CH2:41]2)(=O)=O, predict the reaction product.